This data is from Forward reaction prediction with 1.9M reactions from USPTO patents (1976-2016). The task is: Predict the product of the given reaction. (1) Given the reactants C(N)CN.P([O-])([O-])([O-])=O.[K+].[K+].[K+].[Cl:13][C:14]1[CH:19]=[C:18]([O:20][CH2:21][CH:22]=[C:23]([Cl:25])[Cl:24])[CH:17]=[C:16]([Cl:26])[C:15]=1[O:27][CH2:28][CH2:29][CH2:30][O:31][C:32]1[CH:37]=[CH:36][C:35](I)=[CH:34][CH:33]=1.[O:39]1[CH2:43][CH2:42][NH:41][C:40]1=[O:44], predict the reaction product. The product is: [Cl:13][C:14]1[CH:19]=[C:18]([O:20][CH2:21][CH:22]=[C:23]([Cl:25])[Cl:24])[CH:17]=[C:16]([Cl:26])[C:15]=1[O:27][CH2:28][CH2:29][CH2:30][O:31][C:32]1[CH:37]=[CH:36][C:35]([N:41]2[CH2:42][CH2:43][O:39][C:40]2=[O:44])=[CH:34][CH:33]=1. (2) Given the reactants [Cl:1][C:2]1[CH:3]=[C:4]([CH:8]=[C:9]([O:11][CH3:12])[N:10]=1)[C:5]([OH:7])=O.[C:13](N1C=CN=C1)(N1C=CN=C1)=O.CNOC.C[Mg]I, predict the reaction product. The product is: [Cl:1][C:2]1[CH:3]=[C:4]([C:5](=[O:7])[CH3:13])[CH:8]=[C:9]([O:11][CH3:12])[N:10]=1. (3) Given the reactants [F:1][C:2]1[CH:3]=[C:4]([NH:8][C:9]([NH:11][CH:12]2[CH2:17][CH2:16][NH:15][CH2:14][CH2:13]2)=[O:10])[CH:5]=[CH:6][CH:7]=1.C(N(CC)CC)C.[Cl:25][C:26]1[CH:31]=[CH:30][C:29]([S:32](Cl)(=[O:34])=[O:33])=[CH:28][CH:27]=1.O, predict the reaction product. The product is: [Cl:25][C:26]1[CH:31]=[CH:30][C:29]([S:32]([N:15]2[CH2:16][CH2:17][CH:12]([NH:11][C:9]([NH:8][C:4]3[CH:5]=[CH:6][CH:7]=[C:2]([F:1])[CH:3]=3)=[O:10])[CH2:13][CH2:14]2)(=[O:34])=[O:33])=[CH:28][CH:27]=1. (4) The product is: [CH3:1][O:2][C:3]1[N:8]=[C:7]([NH2:9])[C:6]([NH2:10])=[CH:5][CH:4]=1. Given the reactants [CH3:1][O:2][C:3]1[N:8]=[C:7]([NH2:9])[C:6]([N+:10]([O-])=O)=[CH:5][CH:4]=1.[H][H], predict the reaction product.